From a dataset of Full USPTO retrosynthesis dataset with 1.9M reactions from patents (1976-2016). Predict the reactants needed to synthesize the given product. (1) Given the product [Cl:1][C:2]1[C:3]([F:20])=[C:4]([CH:5]2[C:6]3([C:10]4=[N:11][CH:12]=[C:13]([F:15])[CH:14]=[C:9]4[NH:8][C:7]3=[O:16])[CH:35]([CH2:36][C:37]([CH3:40])([CH3:39])[CH3:38])[NH:34][CH:33]2[C:32]([NH:31][C:28]2[CH:29]=[CH:30][C:25]([C:23]#[N:24])=[CH:26][C:27]=2[O:42][CH3:43])=[O:41])[CH:17]=[CH:18][CH:19]=1, predict the reactants needed to synthesize it. The reactants are: [Cl:1][C:2]1[C:3]([F:20])=[C:4]([CH:17]=[CH:18][CH:19]=1)/[CH:5]=[C:6]1\[C:7](=[O:16])[NH:8][C:9]2[C:10]\1=[N:11][CH:12]=[C:13]([F:15])[CH:14]=2.[Li+].[OH-].[C:23]([C:25]1[CH:30]=[CH:29][C:28]([NH:31][C:32](=[O:41])[CH2:33]/[N:34]=[CH:35]/[CH2:36][C:37]([CH3:40])([CH3:39])[CH3:38])=[C:27]([O:42][CH3:43])[CH:26]=1)#[N:24]. (2) The reactants are: [Br:1][C:2]1[C:3]([NH:29][S:30]([CH3:33])(=[O:32])=[O:31])=[CH:4][C:5]2[O:9][C:8]([C:10]3[CH:11]=[N:12][C:13]([O:16][C:17]4[CH:22]=[CH:21][C:20]([F:23])=[CH:19][CH:18]=4)=[CH:14][CH:15]=3)=[C:7]([C:24]([NH:26][CH3:27])=[O:25])[C:6]=2[CH:28]=1.[C:34]([O-])([O-])=O.[K+].[K+].CI. Given the product [Br:1][C:2]1[C:3]([N:29]([CH3:34])[S:30]([CH3:33])(=[O:31])=[O:32])=[CH:4][C:5]2[O:9][C:8]([C:10]3[CH:11]=[N:12][C:13]([O:16][C:17]4[CH:18]=[CH:19][C:20]([F:23])=[CH:21][CH:22]=4)=[CH:14][CH:15]=3)=[C:7]([C:24]([NH:26][CH3:27])=[O:25])[C:6]=2[CH:28]=1, predict the reactants needed to synthesize it.